From a dataset of Full USPTO retrosynthesis dataset with 1.9M reactions from patents (1976-2016). Predict the reactants needed to synthesize the given product. (1) Given the product [CH:29]1([C:32]([NH:1][C:2]2[CH:7]=[C:6]([C:8]3[C:9]([C:22]4[CH:27]=[CH:26][C:25]([F:28])=[CH:24][CH:23]=4)=[N:10][N:11]([C:13]4[CH:14]=[CH:15][C:16]5[N:17]([CH:19]=[N:20][N:21]=5)[N:18]=4)[CH:12]=3)[CH:5]=[CH:4][N:3]=2)=[O:33])[CH2:31][CH2:30]1, predict the reactants needed to synthesize it. The reactants are: [NH2:1][C:2]1[CH:7]=[C:6]([C:8]2[C:9]([C:22]3[CH:27]=[CH:26][C:25]([F:28])=[CH:24][CH:23]=3)=[N:10][N:11]([C:13]3[CH:14]=[CH:15][C:16]4[N:17]([CH:19]=[N:20][N:21]=4)[N:18]=3)[CH:12]=2)[CH:5]=[CH:4][N:3]=1.[CH:29]1([C:32](Cl)=[O:33])[CH2:31][CH2:30]1. (2) Given the product [CH3:1][O:2][C:3]([C:5]1[CH:6]=[CH:7][C:8]2[O:13][C:12](=[CH:14][N:15]([CH3:17])[CH3:16])[CH:11]([NH:39][C:37]([NH:36][CH:33]3[CH2:32][CH2:31][N:30]([CH2:29][CH2:28][CH2:27][NH:26][C:25]([O:24][C:20]([CH3:23])([CH3:22])[CH3:21])=[O:40])[CH2:35][CH2:34]3)=[O:38])[NH:10][C:9]=2[CH:19]=1)=[O:4], predict the reactants needed to synthesize it. The reactants are: [CH3:1][O:2][C:3]([C:5]1[CH:6]=[CH:7][C:8]2[O:13][C:12](=[CH:14][N:15]([CH3:17])[CH3:16])[CH:11](Cl)[NH:10][C:9]=2[CH:19]=1)=[O:4].[C:20]([O:24][C:25](=[O:40])[NH:26][CH2:27][CH2:28][CH2:29][N:30]1[CH2:35][CH2:34][CH:33]([NH:36][C:37]([NH2:39])=[O:38])[CH2:32][CH2:31]1)([CH3:23])([CH3:22])[CH3:21].CC1(C)C2C(=C(P(C3C=CC=CC=3)C3C=CC=CC=3)C=CC=2)OC2C(P(C3C=CC=CC=3)C3C=CC=CC=3)=CC=CC1=2.C([O-])([O-])=O.[Cs+].[Cs+]. (3) Given the product [Br:12][CH2:11][C:8]1[CH:9]=[CH:10][C:5]([S:2]([CH3:1])(=[O:4])=[O:3])=[N:6][CH:7]=1, predict the reactants needed to synthesize it. The reactants are: [CH3:1][S:2]([C:5]1[CH:10]=[CH:9][C:8]([CH3:11])=[CH:7][N:6]=1)(=[O:4])=[O:3].[Br:12]CC1C=CC(S(C)=O)=NC=1.C1C(=O)N(Br)C(=O)C1. (4) The reactants are: [NH2:1][C:2]1[CH:7]=[CH:6][C:5]([Br:8])=[CH:4][N:3]=1.[Cl:9][S:10](O)(=[O:12])=[O:11]. Given the product [NH2:1][C:2]1[C:7]([S:10]([Cl:9])(=[O:12])=[O:11])=[CH:6][C:5]([Br:8])=[CH:4][N:3]=1, predict the reactants needed to synthesize it. (5) Given the product [F:28][C:24]1[CH:23]=[C:22]([CH:27]=[CH:26][CH:25]=1)[CH2:21][NH:20][C:12]1[C:13]2[C:18]([CH3:19])=[N:17][CH:16]=[N:15][C:14]=2[N:9]([OH:8])[C:10](=[O:29])[CH:11]=1, predict the reactants needed to synthesize it. The reactants are: C([O:8][N:9]1[C:14]2[N:15]=[CH:16][N:17]=[C:18]([CH3:19])[C:13]=2[C:12]([NH:20][CH2:21][C:22]2[CH:27]=[CH:26][CH:25]=[C:24]([F:28])[CH:23]=2)=[CH:11][C:10]1=[O:29])C1C=CC=CC=1.[H][H]. (6) Given the product [I:1][C:2]1[CH:7]=[CH:6][C:5]([NH:8][C:9]2[N:10]=[C:11]([NH2:12])[NH:16][N:15]=2)=[CH:4][CH:3]=1, predict the reactants needed to synthesize it. The reactants are: [I:1][C:2]1[CH:7]=[CH:6][C:5]([NH:8][CH:9](SC)[NH:10][C:11]#[N:12])=[CH:4][CH:3]=1.[NH2:15][NH2:16]. (7) Given the product [N+:1]([C:4]1[CH:12]=[CH:11][C:10]([N:24]2[CH2:25][CH2:26][N:21]([CH2:14][C:15]3[CH:16]=[CH:17][CH:18]=[CH:19][CH:20]=3)[CH2:22][CH2:23]2)=[CH:9][C:5]=1[C:6]([OH:8])=[O:7])([O-:3])=[O:2], predict the reactants needed to synthesize it. The reactants are: [N+:1]([C:4]1[CH:12]=[CH:11][C:10](Cl)=[CH:9][C:5]=1[C:6]([OH:8])=[O:7])([O-:3])=[O:2].[CH2:14]([N:21]1[CH2:26][CH2:25][NH:24][CH2:23][CH2:22]1)[C:15]1[CH:20]=[CH:19][CH:18]=[CH:17][CH:16]=1.